From a dataset of Peptide-MHC class II binding affinity with 134,281 pairs from IEDB. Regression. Given a peptide amino acid sequence and an MHC pseudo amino acid sequence, predict their binding affinity value. This is MHC class II binding data. The MHC is DRB1_1501 with pseudo-sequence DRB1_1501. The peptide sequence is CVPKVTFTVEKGSNE. The binding affinity (normalized) is 0.0845.